Dataset: Reaction yield outcomes from USPTO patents with 853,638 reactions. Task: Predict the reaction yield, written as a fraction of the theoretical maximum amount of product (1.0 means a 100% yield; for example, 0.34 means a 34% yield). The reactants are C[O:2][C:3]([C:5]1[O:9][N:8]=[C:7]([CH:10]([CH3:12])[CH3:11])[CH:6]=1)=[O:4].[Li+].[OH-]. The catalyst is CO. The product is [CH:10]([C:7]1[CH:6]=[C:5]([C:3]([OH:4])=[O:2])[O:9][N:8]=1)([CH3:12])[CH3:11]. The yield is 0.800.